From a dataset of Forward reaction prediction with 1.9M reactions from USPTO patents (1976-2016). Predict the product of the given reaction. (1) Given the reactants [NH2:1][C:2]1[N:7]([CH2:8][CH2:9][CH2:10][CH2:11][CH3:12])[C:6](=[O:13])[NH:5][C:4](=[O:14])[C:3]=1[N:15]=O.N.S(S([O-])=O)([O-])=O.[Na+].[Na+], predict the reaction product. The product is: [NH2:15][C:3]1[C:4](=[O:14])[NH:5][C:6](=[O:13])[N:7]([CH2:8][CH2:9][CH2:10][CH2:11][CH3:12])[C:2]=1[NH2:1]. (2) Given the reactants [CH3:1][CH:2]([N:4]1[C:8]2[N:9]=[C:10]([C:18]3[CH:23]=[CH:22][CH:21]=[CH:20][CH:19]=3)[CH:11]=[C:12]([C:13](OCC)=[O:14])[C:7]=2[CH:6]=[N:5]1)[CH3:3].[OH-].[Na+].[Al].[NH2:27][CH2:28][C:29]1[C:30](=[O:39])[NH:31][C:32]([CH3:38])=[CH:33][C:34]=1[CH2:35][CH2:36][CH3:37].Cl.CN(C)CCCN=C=NCC.O.N1C2C(=NC=CC=2)N(O)N=1.CN1CCOCC1.C([O-])([O-])=O.[Na+].[Na+], predict the reaction product. The product is: [CH:2]([N:4]1[C:8]2[N:9]=[C:10]([C:18]3[CH:19]=[CH:20][CH:21]=[CH:22][CH:23]=3)[CH:11]=[C:12]([C:13]([NH:27][CH2:28][C:29]3[C:30](=[O:39])[NH:31][C:32]([CH3:38])=[CH:33][C:34]=3[CH2:35][CH2:36][CH3:37])=[O:14])[C:7]=2[CH:6]=[N:5]1)([CH3:1])[CH3:3]. (3) Given the reactants [CH:1]1([CH3:13])[CH2:6][CH2:5][CH:4]([CH:7]([CH3:9])[CH3:8])[CH:3]([C:10]([OH:12])=O)[CH2:2]1.S(Cl)(Cl)=O.[NH2:18][C:19]1[CH:24]=[CH:23][C:22]([CH2:25][C:26]([NH2:28])=[O:27])=[CH:21][CH:20]=1.C(N(CC)CC)C, predict the reaction product. The product is: [NH2:28][C:26](=[O:27])[CH2:25][C:22]1[CH:23]=[CH:24][C:19]([NH:18][C:10]([CH:3]2[CH2:2][C@H:1]([CH3:13])[CH2:6][CH2:5][C@H:4]2[CH:7]([CH3:8])[CH3:9])=[O:12])=[CH:20][CH:21]=1. (4) Given the reactants Cl[C:2]1[CH:7]=[CH:6][C:5]([NH:8][C:9]([CH:11]2[C:20]3[C:15](=[CH:16][CH:17]=[CH:18][CH:19]=3)[CH2:14][CH:13](C(O)=O)[NH:12]2)=[O:10])=[CH:4][CH:3]=1.[O:24]1[CH2:28][CH2:27][N:26]([C:29](C2C=CC(N)=CC=2)=[O:30])[CH2:25]1.[CH2:38]([Cl:41])[CH2:39]Cl, predict the reaction product. The product is: [O:24]1[CH2:28][CH2:27][N:26]([C:29]([C:2]2[CH:3]=[CH:4][C:5]([NH:8][C:9]([CH:11]3[CH2:20][C:15]4[C:14](=[CH:19][CH:18]=[CH:17][CH:16]=4)[CH2:13][N:12]3[C:9]([NH:8][C:5]3[CH:6]=[CH:39][C:38]([Cl:41])=[CH:3][CH:4]=3)=[O:10])=[O:10])=[CH:6][CH:7]=2)=[O:30])[CH2:25]1. (5) Given the reactants C([O:3][C:4](=[O:6])[CH3:5])C.[CH2:7]([N:14]1[C:22](=[O:23])[C:21]2[C:16](=[CH:17][CH:18]=[CH:19][CH:20]=2)[CH:15]1[NH2:24])[C:8]1[CH:13]=[CH:12][CH:11]=[CH:10][CH:9]=1.C(=O)([O-])[O-].[K+].[K+].Cl, predict the reaction product. The product is: [C:4]([OH:6])(=[O:3])[CH3:5].[CH2:7]([N:14]1[C:22](=[O:23])[C:21]2[C:16](=[CH:17][CH:18]=[CH:19][CH:20]=2)[CH:15]1[NH2:24])[C:8]1[CH:9]=[CH:10][CH:11]=[CH:12][CH:13]=1. (6) Given the reactants [CH3:1][NH:2][CH3:3].CS(O[CH:9]1[CH2:12][N:11]([CH:13]([C:20]2[CH:25]=[CH:24][CH:23]=[CH:22][CH:21]=2)[C:14]2[CH:19]=[CH:18][CH:17]=[CH:16][CH:15]=2)[CH2:10]1)(=O)=O, predict the reaction product. The product is: [CH:13]([N:11]1[CH2:12][CH:9]([N:2]([CH3:3])[CH3:1])[CH2:10]1)([C:20]1[CH:25]=[CH:24][CH:23]=[CH:22][CH:21]=1)[C:14]1[CH:19]=[CH:18][CH:17]=[CH:16][CH:15]=1. (7) Given the reactants [CH2:1]([O:8][C:9]1[CH:26]=[CH:25][C:12]([CH2:13][NH:14][CH2:15][CH2:16][NH:17][C:18](=[O:24])[O:19][C:20]([CH3:23])([CH3:22])[CH3:21])=[CH:11][C:10]=1[O:27][CH3:28])[C:2]1[CH:7]=[CH:6][CH:5]=[CH:4][CH:3]=1.[C:29](Cl)(=[O:36])[C:30]1[CH:35]=[CH:34][CH:33]=[CH:32][CH:31]=1.C(N(CC)CC)C, predict the reaction product. The product is: [C:29]([N:14]([CH2:13][C:12]1[CH:25]=[CH:26][C:9]([O:8][CH2:1][C:2]2[CH:3]=[CH:4][CH:5]=[CH:6][CH:7]=2)=[C:10]([O:27][CH3:28])[CH:11]=1)[CH2:15][CH2:16][NH:17][C:18](=[O:24])[O:19][C:20]([CH3:22])([CH3:23])[CH3:21])(=[O:36])[C:30]1[CH:35]=[CH:34][CH:33]=[CH:32][CH:31]=1. (8) Given the reactants Br[C:2]1[CH:7]=[CH:6][C:5]([OH:8])=[C:4]([F:9])[C:3]=1[F:10].[C:11]([O:15][CH2:16][CH3:17])(=[O:14])[CH:12]=[CH2:13].C1(C)C=CC=CC=1P(C1C=CC=CC=1C)C1C=CC=CC=1C.CCOC(C)=O, predict the reaction product. The product is: [F:10][C:3]1[C:4]([F:9])=[C:5]([OH:8])[CH:6]=[CH:7][C:2]=1/[CH:13]=[CH:12]/[C:11]([O:15][CH2:16][CH3:17])=[O:14]. (9) Given the reactants [CH3:1][O:2][C:3]1[CH:4]=[C:5]([C:9]2[C:10]([C:19]3[CH:24]=[CH:23][N:22]=[CH:21][CH:20]=3)=[N:11][N:12]3[C:17](=O)[CH:16]=[CH:15][NH:14][C:13]=23)[CH:6]=[CH:7][CH:8]=1.C(N(CC)C1C=CC=CC=1)C.P(Cl)(Cl)([Cl:38])=O, predict the reaction product. The product is: [Cl:38][C:17]1[N:12]2[N:11]=[C:10]([C:19]3[CH:24]=[CH:23][N:22]=[CH:21][CH:20]=3)[C:9]([C:5]3[CH:6]=[CH:7][CH:8]=[C:3]([O:2][CH3:1])[CH:4]=3)=[C:13]2[N:14]=[CH:15][CH:16]=1. (10) The product is: [CH3:16][N:17]([CH3:19])/[CH:18]=[CH:10]/[C:9]([C:6]1[CH:5]=[CH:4][C:3]([C:2]([F:12])([F:13])[F:1])=[CH:8][CH:7]=1)=[O:11]. Given the reactants [F:1][C:2]([F:13])([F:12])[C:3]1[CH:8]=[CH:7][C:6]([C:9](=[O:11])[CH3:10])=[CH:5][CH:4]=1.CO[CH:16](OC)[N:17]([CH3:19])[CH3:18], predict the reaction product.